From a dataset of Reaction yield outcomes from USPTO patents with 853,638 reactions. Predict the reaction yield, written as a fraction of the theoretical maximum amount of product (1.0 means a 100% yield; for example, 0.34 means a 34% yield). (1) The reactants are [Br:1][C:2]1[C:3]([Cl:12])=[CH:4][C:5]2[C:6]([CH:11]=1)=[N+:7]([O-])[O:8][N:9]=2.P(OCC)(OCC)OCC. The catalyst is C(O)C. The product is [Br:1][C:2]1[C:3]([Cl:12])=[CH:4][C:5]2=[N:9][O:8][N:7]=[C:6]2[CH:11]=1. The yield is 0.790. (2) The reactants are [CH2:1]([O:3][C:4](=[O:14])[CH2:5][C:6](=O)[C@H:7]([CH3:12])[C@H:8]([CH3:11])[CH2:9][CH3:10])[CH3:2].Cl.[O:16]([NH2:18])[CH3:17].C([O-])(=O)C.[Na+].CC(OC)(C)C. The catalyst is CCO.O. The product is [CH2:1]([O:3][C:4](=[O:14])[CH2:5][C:6](=[N:18][O:16][CH3:17])[C@H:7]([CH3:12])[C@H:8]([CH3:11])[CH2:9][CH3:10])[CH3:2]. The yield is 0.874.